From a dataset of Forward reaction prediction with 1.9M reactions from USPTO patents (1976-2016). Predict the product of the given reaction. (1) The product is: [F:36][C:35]([F:37])([F:38])[C:34]([NH:33][C:30]1[CH:29]=[CH:28][C:27]([NH:26][C:2]2[C:11]3=[N:12][NH:13][CH:14]=[C:10]3[C:9]3[CH:8]=[C:7]([O:24][CH3:25])[CH:6]=[CH:5][C:4]=3[N:3]=2)=[CH:32][CH:31]=1)=[O:39]. Given the reactants Cl[C:2]1[C:11]2=[N:12][N:13](CC3C=CC(OC)=CC=3)[CH:14]=[C:10]2[C:9]2[CH:8]=[C:7]([O:24][CH3:25])[CH:6]=[CH:5][C:4]=2[N:3]=1.[NH2:26][C:27]1[CH:32]=[CH:31][C:30]([NH:33][C:34](=[O:39])[C:35]([F:38])([F:37])[F:36])=[CH:29][CH:28]=1.Cl, predict the reaction product. (2) Given the reactants Cl[C:2]1[N:3]=[N:4][CH:5]=[C:6]([N:12]2[CH2:17][CH2:16][CH:15]([C:18]3[CH:23]=[CH:22][CH:21]=[CH:20][C:19]=3[F:24])[CH2:14][CH2:13]2)[C:7]=1[C:8]([F:11])([F:10])[F:9].C(=O)([O-])[O-].[K+].[K+].[NH2:31][NH2:32], predict the reaction product. The product is: [F:24][C:19]1[CH:20]=[CH:21][CH:22]=[CH:23][C:18]=1[CH:15]1[CH2:16][CH2:17][N:12]([C:6]2[C:7]([C:8]([F:11])([F:10])[F:9])=[C:2]([NH:31][NH2:32])[N:3]=[N:4][CH:5]=2)[CH2:13][CH2:14]1. (3) Given the reactants C([Li])CCC.Br[C:7]1[C:8]([C:14]([OH:16])=[O:15])=[N:9][CH:10]=[C:11]([Br:13])[CH:12]=1.CN([CH:20]=[O:21])C.O, predict the reaction product. The product is: [Br:13][C:11]1[CH:12]=[C:7]([CH:20]=[O:21])[C:8]([C:14]([OH:16])=[O:15])=[N:9][CH:10]=1. (4) Given the reactants [C:1]([C:5]1[CH:10]=[CH:9][C:8]([C:11](=O)[CH3:12])=[C:7]([O:14][CH3:15])[CH:6]=1)([CH3:4])([CH3:3])[CH3:2].[S].N1CC[O:20]CC1.[OH2:23], predict the reaction product. The product is: [C:1]([C:5]1[CH:10]=[CH:9][C:8]([CH2:11][C:12]([OH:20])=[O:23])=[C:7]([O:14][CH3:15])[CH:6]=1)([CH3:4])([CH3:3])[CH3:2]. (5) Given the reactants Br[C:2]1[CH:7]=[CH:6][C:5]([C@@H:8]2[C@@H:10]([C:11]3[CH:16]=[CH:15][CH:14]=[CH:13][CH:12]=3)[C@H:9]2[C:17]([O:19][CH3:20])=[O:18])=[CH:4][CH:3]=1.[CH3:21]B1OB(C)OB(C)O1.C(=O)([O-])[O-].[Cs+].[Cs+], predict the reaction product. The product is: [CH3:20][O:19][C:17]([C@H:9]1[C@H:8]([C:5]2[CH:6]=[CH:7][C:2]([CH3:21])=[CH:3][CH:4]=2)[C@H:10]1[C:11]1[CH:16]=[CH:15][CH:14]=[CH:13][CH:12]=1)=[O:18]. (6) Given the reactants [CH:1]1([CH2:11][C:12]([OH:14])=[O:13])[C:10]2[C:5](=[CH:6][CH:7]=[CH:8][CH:9]=2)[CH2:4][CH2:3][NH:2]1.OS(O)(=O)=O.[CH3:20]O, predict the reaction product. The product is: [CH3:20][O:13][C:12](=[O:14])[CH2:11][CH:1]1[C:10]2[C:5](=[CH:6][CH:7]=[CH:8][CH:9]=2)[CH2:4][CH2:3][NH:2]1. (7) Given the reactants [Cl:1][C:2]1[CH:3]=[CH:4][C:5]([O:15][CH3:16])=[C:6]([C:8]2[N:9]=[C:10]([CH3:14])[S:11][C:12]=2[NH2:13])[CH:7]=1.[N:17]1[N:21]2[CH:22]=[CH:23][CH:24]=[N:25][C:20]2=[C:19]([C:26](Cl)=[O:27])[CH:18]=1, predict the reaction product. The product is: [Cl:1][C:2]1[CH:3]=[CH:4][C:5]([O:15][CH3:16])=[C:6]([C:8]2[N:9]=[C:10]([CH3:14])[S:11][C:12]=2[NH:13][C:26]([C:19]2[CH:18]=[N:17][N:21]3[CH:22]=[CH:23][CH:24]=[N:25][C:20]=23)=[O:27])[CH:7]=1. (8) The product is: [CH2:38]([C:39]1[N:26]2[C:21]3[CH:20]=[C:19]([C:29]4[CH:34]=[CH:33][CH:32]=[CH:31][CH:30]=4)[C:18]([C:15]4[CH:16]=[CH:17][C:12]([C:8]5([NH:7][C:6](=[O:35])[O:5][C:1]([CH3:4])([CH3:3])[CH3:2])[CH2:11][CH2:10][CH2:9]5)=[CH:13][CH:14]=4)=[N:28][C:22]=3[O:23][CH2:24][C:25]2=[N:42][N:41]=1)[CH:37]([CH3:43])[CH3:36]. Given the reactants [C:1]([O:5][C:6](=[O:35])[NH:7][C:8]1([C:12]2[CH:17]=[CH:16][C:15]([C:18]3[C:19]([C:29]4[CH:34]=[CH:33][CH:32]=[CH:31][CH:30]=4)=[CH:20][C:21]4[NH:26][C:25](=S)[CH2:24][O:23][C:22]=4[N:28]=3)=[CH:14][CH:13]=2)[CH2:11][CH2:10][CH2:9]1)([CH3:4])([CH3:3])[CH3:2].[CH3:36][CH:37]([CH3:43])[CH2:38][C:39]([NH:41][NH2:42])=O, predict the reaction product.